Dataset: Reaction yield outcomes from USPTO patents with 853,638 reactions. Task: Predict the reaction yield, written as a fraction of the theoretical maximum amount of product (1.0 means a 100% yield; for example, 0.34 means a 34% yield). (1) The reactants are [F:1][C:2]1[CH:7]=[CH:6][C:5]([N+:8]([O-])=O)=[CH:4][C:3]=1[C:11]1[C:20]2[C:15](=[CH:16][CH:17]=[CH:18][CH:19]=2)[CH:14]=[CH:13][N:12]=1.[Sn](Cl)Cl.C([O-])(O)=O.[Na+].[OH-].[Na+]. The catalyst is C(O)C.C(Cl)Cl. The product is [F:1][C:2]1[CH:7]=[CH:6][C:5]([NH2:8])=[CH:4][C:3]=1[C:11]1[C:20]2[C:15](=[CH:16][CH:17]=[CH:18][CH:19]=2)[CH:14]=[CH:13][N:12]=1. The yield is 0.806. (2) The product is [C:1]([O:5][C:6]([NH:8][CH2:9][CH:10]1[CH2:11][CH2:12][N:13]([CH2:16][C:17]2([C:21]([OH:23])=[O:22])[CH2:18][CH2:19][CH2:20]2)[CH2:14][CH2:15]1)=[O:7])([CH3:4])([CH3:2])[CH3:3]. The catalyst is CCO. The yield is 0.980. The reactants are [C:1]([O:5][C:6]([NH:8][CH2:9][CH:10]1[CH2:15][CH2:14][N:13]([CH2:16][C:17]2([C:21]([O:23]CC)=[O:22])[CH2:20][CH2:19][CH2:18]2)[CH2:12][CH2:11]1)=[O:7])([CH3:4])([CH3:3])[CH3:2].[OH-].[Na+].Cl. (3) The reactants are [N:1]([O-])=O.[Na+].[CH:5]1[C:14]2[C:9](=[CH:10][CH:11]=[CH:12][CH:13]=2)[CH:8]=[CH:7][C:6]=1[NH2:15].[Cl:16][Sn]Cl. The catalyst is O.Cl. The product is [ClH:16].[CH:5]1[C:14]2[C:9](=[CH:10][CH:11]=[CH:12][CH:13]=2)[CH:8]=[CH:7][C:6]=1[NH:15][NH2:1]. The yield is 0.630. (4) The reactants are [NH2:1][C:2]1[CH:30]=[CH:29][C:5]([O:6][C:7]2[C:16]3[C:11](=[CH:12][C:13]([O:19][CH2:20][C@@H:21]([OH:28])[CH2:22][N:23]([CH2:26][CH3:27])[CH2:24][CH3:25])=[C:14]([C:17]#[N:18])[CH:15]=3)[N:10]=[CH:9][CH:8]=2)=[CH:4][C:3]=1[Cl:31].[N:32]1[CH:37]=C[CH:35]=[CH:34][CH:33]=1.ClC(OC1C=CC=CC=1)=[O:40].C1(N)CC1.C(=O)(O)[O-].[Na+]. The catalyst is CN(C)C=O.C(OCC)(=O)C. The product is [Cl:31][C:3]1[CH:4]=[C:5]([O:6][C:7]2[C:16]3[C:11](=[CH:12][C:13]([O:19][CH2:20][C@@H:21]([OH:28])[CH2:22][N:23]([CH2:26][CH3:27])[CH2:24][CH3:25])=[C:14]([C:17]#[N:18])[CH:15]=3)[N:10]=[CH:9][CH:8]=2)[CH:29]=[CH:30][C:2]=1[NH:1][C:37]([NH:32][CH:33]1[CH2:35][CH2:34]1)=[O:40]. The yield is 0.405.